From a dataset of Forward reaction prediction with 1.9M reactions from USPTO patents (1976-2016). Predict the product of the given reaction. (1) Given the reactants [Si]([O:8][CH2:9][C:10]1[CH:11]=[C:12]([NH:21][C:22](=[O:52])[N:23]([CH2:36][C:37]2[CH:51]=[CH:50][C:40]([C:41]([NH:43][CH2:44][C@@H:45]([OH:49])[C:46]([OH:48])=[O:47])=[O:42])=[CH:39][CH:38]=2)C2C=CC(C3CCCCC3)=CC=2)[CH:13]=[CH:14][C:15]=1[O:16][C:17]([F:20])([F:19])[F:18])(C(C)(C)C)(C)C.[F-].[Cs+].[C:55](#N)[CH3:56].O, predict the reaction product. The product is: [CH:10]1([C:56]2[CH:55]=[CH:39][C:38]([CH:36]([NH:23][C:22]([NH:21][C:12]3[CH:13]=[CH:14][C:15]([O:16][C:17]([F:20])([F:19])[F:18])=[C:10]([CH2:9][OH:8])[CH:11]=3)=[O:52])[C:37]3[CH:51]=[CH:50][C:40]([C:41]([NH:43][CH2:44][C@@H:45]([OH:49])[C:46]([OH:48])=[O:47])=[O:42])=[CH:39][CH:38]=3)=[CH:37][CH:36]=2)[CH2:11][CH2:12][CH2:13][CH2:14][CH2:15]1. (2) Given the reactants [H-].[Na+].[NH2:3][C:4]1[CH:9]=[CH:8][C:7]([OH:10])=[CH:6][CH:5]=1.F[C:12]1[CH:17]=[CH:16][C:15]([N+:18]([O-:20])=[O:19])=[CH:14][CH:13]=1, predict the reaction product. The product is: [N+:18]([C:15]1[CH:16]=[CH:17][C:12]([O:10][C:7]2[CH:8]=[CH:9][C:4]([NH2:3])=[CH:5][CH:6]=2)=[CH:13][CH:14]=1)([O-:20])=[O:19]. (3) The product is: [C:14]([CH:8]([CH2:9][CH:10]=[C:11]([CH3:13])[CH3:12])[CH:7]=[O:6])([CH3:16])=[CH2:15]. Given the reactants C([O:6][CH2:7][C:8](=[C:14]([CH3:16])[CH3:15])[CH2:9][CH:10]=[C:11]([CH3:13])[CH3:12])(=O)CCC.C(C(CC=C(C)C)CO)(C)=C.CC(OI1(OC(C)=O)(OC(C)=O)OC(=O)C2C=CC=CC1=2)=O, predict the reaction product. (4) Given the reactants FC(F)(F)C([N:5]1[CH2:11][CH:10]([CH:12]([CH3:14])[CH3:13])[C:9]2[CH:15]=[C:16]([Br:20])[C:17]([OH:19])=[CH:18][C:8]=2[CH2:7][CH2:6]1)=O.[OH-].[Na+].Cl, predict the reaction product. The product is: [Br:20][C:16]1[C:17]([OH:19])=[CH:18][C:8]2[CH2:7][CH2:6][NH:5][CH2:11][CH:10]([CH:12]([CH3:14])[CH3:13])[C:9]=2[CH:15]=1. (5) Given the reactants F[C:2]1[CH:9]=[CH:8][CH:7]=[C:6]([C:10]2[CH:15]=[CH:14][CH:13]=[CH:12][CH:11]=2)[C:3]=1[C:4]#[N:5].[NH2:16][CH2:17][CH2:18][N:19]1[CH2:24][CH2:23][O:22][CH2:21][CH2:20]1.[H-].[Al+3].[Li+].[H-].[H-].[H-].S([O-])([O-])(=O)=O.[Na+].[Na+].[C:38](Cl)(Cl)=[O:39].C1(C)C=CC=CC=1, predict the reaction product. The product is: [N:19]1([CH2:18][CH2:17][N:16]2[C:2]3[C:3](=[C:6]([C:10]4[CH:15]=[CH:14][CH:13]=[CH:12][CH:11]=4)[CH:7]=[CH:8][CH:9]=3)[CH2:4][NH:5][C:38]2=[O:39])[CH2:24][CH2:23][O:22][CH2:21][CH2:20]1. (6) Given the reactants [C:1]([O:5][C:6]([N:8]1[CH2:13][CH2:12][CH:11]([N:14]2[C:18]3[CH:19]=[CH:20][C:21]([CH3:23])=[CH:22][C:17]=3[N:16]=[C:15]2[CH3:24])[CH:10]([O:25]CC(OC(C)(C)C)=O)[CH2:9]1)=[O:7])([CH3:4])([CH3:3])[CH3:2].C[Mg+].[Br-].[NH4+].[Cl-], predict the reaction product. The product is: [OH:5][C:1]([CH3:4])([CH3:3])[CH2:2][O:25][C@H:10]1[C@H:11]([N:14]2[C:18]3[CH:19]=[CH:20][C:21]([CH3:23])=[CH:22][C:17]=3[N:16]=[C:15]2[CH3:24])[CH2:12][CH2:13][N:8]([C:6]([O:5][C:1]([CH3:3])([CH3:2])[CH3:4])=[O:7])[CH2:9]1. (7) Given the reactants Br[C:2]1[CH:3]=[N:4][C:5]2[C:10]([CH:11]=1)=[CH:9][CH:8]=[CH:7][CH:6]=2.[C:12]([O:16][CH3:17])(=[O:15])[CH:13]=[CH2:14].C1(C)C=CC=CC=1P(C1C=CC=CC=1C)C1C=CC=CC=1C.C(N(CC)CC)C, predict the reaction product. The product is: [N:4]1[C:5]2[C:10](=[CH:9][CH:8]=[CH:7][CH:6]=2)[CH:11]=[C:2](/[CH:14]=[CH:13]/[C:12]([O:16][CH3:17])=[O:15])[CH:3]=1. (8) Given the reactants Cl[C:2]1[N:3]=[CH:4][S:5][C:6]=1[CH:7]=[O:8].[Na+].[N:10]1[CH:15]=[CH:14][CH:13]=[CH:12][C:11]=1[S:16]([O-:18])=[O:17], predict the reaction product. The product is: [N:10]1[CH:15]=[CH:14][CH:13]=[CH:12][C:11]=1[S:16]([C:2]1[N:3]=[CH:4][S:5][C:6]=1[CH:7]=[O:8])(=[O:18])=[O:17]. (9) Given the reactants [CH:1]1[C:9]2[C:8]3[CH:10]=[CH:11][CH:12]=[CH:13][C:7]=3[S:6][C:5]=2[C:4]([C:14]2[CH:15]=[C:16]([C:20]3[CH:25]=[CH:24][CH:23]=[C:22](B(O)O)[CH:21]=3)[CH:17]=[CH:18][CH:19]=2)=[CH:3][CH:2]=1.Cl[C:30]1[C:31]2[O:38][C:37]3[CH:39]=[CH:40][CH:41]=[CH:42][C:36]=3[C:32]=2[N:33]=[CH:34][N:35]=1.C(=O)([O-])[O-].[K+].[K+].C1(C)C=CC=CC=1, predict the reaction product. The product is: [CH:1]1[C:9]2[C:8]3[CH:10]=[CH:11][CH:12]=[CH:13][C:7]=3[S:6][C:5]=2[C:4]([C:14]2[CH:15]=[C:16]([C:20]3[CH:25]=[CH:24][CH:23]=[C:22]([C:30]4[C:31]5[O:38][C:37]6[CH:39]=[CH:40][CH:41]=[CH:42][C:36]=6[C:32]=5[N:33]=[CH:34][N:35]=4)[CH:21]=3)[CH:17]=[CH:18][CH:19]=2)=[CH:3][CH:2]=1. (10) The product is: [O:18]1[C:17]2([CH2:3][CH2:2][O:1][CH2:22]2)[O:19][CH2:20][CH2:21]1. Given the reactants [OH:1][C:2]1C(=O)N2C(C3(CCCC3)OCC2)=N[C:3]=1[C:17]([O:19][CH2:20][CH3:21])=[O:18].[CH2:22](O)CO, predict the reaction product.